From a dataset of Catalyst prediction with 721,799 reactions and 888 catalyst types from USPTO. Predict which catalyst facilitates the given reaction. Reactant: [F:1][C:2]([F:23])([F:22])[C:3]1[CH:4]=[C:5]2[C:9](=[C:10]([CH2:12][OH:13])[CH:11]=1)[N:8](COCC[Si](C)(C)C)[N:7]=[CH:6]2.FC(F)(F)C1C=C2C(=C(C=O)C=1)N(COCC[Si](C)(C)C)N=C2.[BH4-].[Na+]. Product: [F:23][C:2]([F:1])([F:22])[C:3]1[CH:4]=[C:5]2[C:9](=[C:10]([CH:12]=[O:13])[CH:11]=1)[NH:8][N:7]=[CH:6]2. The catalyst class is: 8.